Predict the product of the given reaction. From a dataset of Forward reaction prediction with 1.9M reactions from USPTO patents (1976-2016). (1) The product is: [NH:31]1[C:39]2[C:34](=[CH:35][CH:36]=[CH:37][CH:38]=2)[C:33]([CH2:40][C@H:41]([NH:43][CH2:18][C:17]([F:16])([CH3:22])[CH2:20][OH:21])[CH3:42])=[CH:32]1. Given the reactants FC(F)(F)S(OS(C(F)(F)F)(=O)=O)(=O)=O.[F:16][C:17]([CH3:22])([CH2:20][OH:21])[CH2:18]O.N1C(C)=CC=CC=1C.[NH:31]1[C:39]2[C:34](=[CH:35][CH:36]=[CH:37][CH:38]=2)[C:33]([CH2:40][C@H:41]([NH2:43])[CH3:42])=[CH:32]1.CCN(C(C)C)C(C)C, predict the reaction product. (2) Given the reactants Cl[C:2]([O:4][CH2:5][CH3:6])=[O:3].[NH2:7][C:8]1[CH:13]=[CH:12][C:11]([CH2:14][CH2:15][C:16]([OH:18])=[O:17])=[CH:10][CH:9]=1.[Cl-].[Na+].CCOC(C)=O, predict the reaction product. The product is: [CH2:5]([O:4][C:2]([NH:7][C:8]1[CH:9]=[CH:10][C:11]([CH2:14][CH2:15][C:16]([OH:18])=[O:17])=[CH:12][CH:13]=1)=[O:3])[CH3:6]. (3) Given the reactants [CH2:1]([S:8][C:9]1[S:13][C:12]([NH2:14])=[N:11][N:10]=1)[C:2]1[CH:7]=[CH:6][CH:5]=[CH:4][CH:3]=1.Cl[CH2:16][CH:17]=O, predict the reaction product. The product is: [CH2:1]([S:8][C:9]1[S:13][C:12]2=[N:14][CH:16]=[CH:17][N:11]2[N:10]=1)[C:2]1[CH:3]=[CH:4][CH:5]=[CH:6][CH:7]=1. (4) Given the reactants [CH:1]([C:4]1[C:12]2[C:7](=[CH:8][CH:9]=[C:10]([O:13][C:14]3[C:21]([Cl:22])=[CH:20][C:17]([CH2:18]O)=[CH:16][C:15]=3[Cl:23])[CH:11]=2)[NH:6][CH:5]=1)([CH3:3])[CH3:2].[Br:24]P(Br)(C1C=CC=CC=1)(C1C=CC=CC=1)C1C=CC=CC=1.N1C=CC=CC=1, predict the reaction product. The product is: [CH:1]([C:4]1[C:12]2[C:7](=[CH:8][CH:9]=[C:10]([O:13][C:14]3[C:21]([Cl:22])=[CH:20][C:17]([CH2:18][Br:24])=[CH:16][C:15]=3[Cl:23])[CH:11]=2)[NH:6][CH:5]=1)([CH3:3])[CH3:2]. (5) The product is: [CH3:1][C:2]1[C:3]([CH2:9][N:10]([C@@H:16]2[C:25]3[N:24]=[CH:23][CH:22]=[CH:21][C:20]=3[CH2:19][CH2:18][CH2:17]2)[CH2:11][CH2:12][CH2:13][CH2:14][NH2:15])=[N:4][CH:5]=[C:6]([CH3:8])[CH:7]=1. Given the reactants [CH3:1][C:2]1[C:3]([CH2:9][N:10]([CH:16]2[C:25]3[N:24]=[CH:23][CH:22]=[CH:21][C:20]=3[CH2:19][CH2:18][CH2:17]2)[CH2:11][CH2:12][CH2:13][CH2:14][NH2:15])=[N:4][CH:5]=[C:6]([CH3:8])[CH:7]=1.[OH-].[Na+], predict the reaction product. (6) Given the reactants C[O:2][C:3]1[CH:12]=[C:11]2[C:6]([C@H:7]([C:14]3[CH:23]=[CH:22][C:21]4[C:16](=[CH:17][CH:18]=[CH:19][CH:20]=4)[CH:15]=3)[CH2:8][N:9]([CH3:13])[CH2:10]2)=[CH:5][CH:4]=1.CC(O)=O, predict the reaction product. The product is: [CH3:13][N:9]1[CH2:8][C@@H:7]([C:14]2[CH:23]=[CH:22][C:21]3[C:16](=[CH:17][CH:18]=[CH:19][CH:20]=3)[CH:15]=2)[C:6]2[C:11](=[CH:12][C:3]([OH:2])=[CH:4][CH:5]=2)[CH2:10]1. (7) Given the reactants [NH2:1][C:2]1[C:11]2[C:6](=[CH:7][CH:8]=[CH:9][C:10]=2[O:12][CH2:13][C:14]([CH3:19])([CH3:18])[C:15](O)=[O:16])[N:5]=[C:4]([CH3:20])[C:3]=1[C:21]([O:23][CH2:24][CH3:25])=[O:22].[CH:26]1([NH2:33])[CH2:32][CH2:31][CH2:30][CH2:29][CH2:28][CH2:27]1, predict the reaction product. The product is: [NH2:1][C:2]1[C:11]2[C:6](=[CH:7][CH:8]=[CH:9][C:10]=2[O:12][CH2:13][C:14]([CH3:19])([CH3:18])[C:15]([NH:33][CH:26]2[CH2:32][CH2:31][CH2:30][CH2:29][CH2:28][CH2:27]2)=[O:16])[N:5]=[C:4]([CH3:20])[C:3]=1[C:21]([O:23][CH2:24][CH3:25])=[O:22]. (8) The product is: [CH3:12][C:13]1([CH3:21])[O:20][C:18](=[O:19])[C:17](=[CH:22][NH:1][C:2]2[CH:10]=[CH:9][C:5]([C:6]([OH:8])=[O:7])=[CH:4][C:3]=2[CH3:11])[C:15](=[O:16])[O:14]1. Given the reactants [NH2:1][C:2]1[CH:10]=[CH:9][C:5]([C:6]([OH:8])=[O:7])=[CH:4][C:3]=1[CH3:11].[CH3:12][C:13]1([CH3:21])[O:20][C:18](=[O:19])[CH2:17][C:15](=[O:16])[O:14]1.[CH:22]([O-])([O-])OC.CO, predict the reaction product. (9) Given the reactants [CH2:1]([N:3]([C:31](=O)[C:32]1[CH:37]=[CH:36][C:35]([OH:38])=[C:34]([F:39])[CH:33]=1)[C:4]1[CH:9]=[C:8]([O:10][CH3:11])[C:7]([O:12][CH3:13])=[CH:6][C:5]=1[CH:14]1[CH2:23][CH2:22][C:21]2[CH:20]=[C:19]([O:24]C(=O)C(C)(C)C)[CH:18]=[CH:17][C:16]=2[CH2:15]1)[CH3:2].Cl[CH2:42][C:43]([N:45]1[CH2:50][CH2:49][CH2:48][CH2:47][CH2:46]1)=O, predict the reaction product. The product is: [CH2:1]([N:3]([CH2:31][C:32]1[CH:37]=[CH:36][C:35]([O:38][CH2:42][CH2:43][N:45]2[CH2:50][CH2:49][CH2:48][CH2:47][CH2:46]2)=[C:34]([F:39])[CH:33]=1)[C:4]1[CH:9]=[C:8]([O:10][CH3:11])[C:7]([O:12][CH3:13])=[CH:6][C:5]=1[CH:14]1[CH2:15][CH2:16][C:21]2[CH:20]=[C:19]([OH:24])[CH:18]=[CH:17][C:22]=2[CH2:23]1)[CH3:2].